The task is: Predict which catalyst facilitates the given reaction.. This data is from Catalyst prediction with 721,799 reactions and 888 catalyst types from USPTO. (1) Reactant: [F:1][C:2]1[C:14]2[N:13]([C:15]3[CH:20]=[CH:19][CH:18]=[CH:17][C:16]=3[N+:21]([O-:23])=[O:22])[C:12]3[C:7](=[CH:8][CH:9]=[CH:10][CH:11]=3)[C:6]=2[CH:5]=[CH:4][CH:3]=1.C1C(=O)N([Br:31])C(=O)C1.O. Product: [Br:31][C:9]1[CH:8]=[C:7]2[C:12](=[CH:11][CH:10]=1)[N:13]([C:15]1[CH:20]=[CH:19][CH:18]=[CH:17][C:16]=1[N+:21]([O-:23])=[O:22])[C:14]1[C:2]([F:1])=[CH:3][CH:4]=[CH:5][C:6]2=1. The catalyst class is: 643. (2) Reactant: [OH:1][CH2:2][C:3]1[S:4][C:5]2[CH2:6][N:7]([C:12]([O:14][C:15]([CH3:18])([CH3:17])[CH3:16])=[O:13])[CH2:8][CH2:9][C:10]=2[N:11]=1.C(N(CC)CC)C.[CH3:26][S:27](Cl)(=[O:29])=[O:28]. Product: [CH3:26][S:27]([O:1][CH2:2][C:3]1[S:4][C:5]2[CH2:6][N:7]([C:12]([O:14][C:15]([CH3:18])([CH3:17])[CH3:16])=[O:13])[CH2:8][CH2:9][C:10]=2[N:11]=1)(=[O:29])=[O:28]. The catalyst class is: 4. (3) Reactant: [CH3:1][C:2]1([CH3:14])[C:11]2[C:6](=[CH:7][CH:8]=[C:9]([CH:12]=[O:13])[CH:10]=2)[S:5][CH2:4][CH2:3]1.C1C=C(Cl)C=C(C(OO)=[O:23])C=1. Product: [CH3:1][C:2]1([CH3:14])[C:11]2[C:6](=[CH:7][CH:8]=[C:9]([CH:12]=[O:13])[CH:10]=2)[S:5](=[O:23])[CH2:4][CH2:3]1. The catalyst class is: 4. (4) Reactant: [Br:1][C:2]1[CH:7]=[CH:6][C:5]([C@@H:8]([N:10]([CH2:18][CH2:19][C:20]([NH:31][S@@](C(C)(C)C)=O)([C:25]2[CH:30]=[CH:29][CH:28]=[CH:27][CH:26]=2)[CH2:21][C:22]([CH3:24])=[CH2:23])C(=O)OC(C)(C)C)[CH3:9])=[CH:4][CH:3]=1.C([O-])([O-])=O.[Na+].[Na+]. Product: [Br:1][C:2]1[CH:3]=[CH:4][C:5]([C@@H:8]([NH:10][CH2:18][CH2:19][C:20]([C:25]2[CH:26]=[CH:27][CH:28]=[CH:29][CH:30]=2)([NH2:31])[CH2:21][C:22]([CH3:24])=[CH2:23])[CH3:9])=[CH:6][CH:7]=1. The catalyst class is: 89. (5) Reactant: [Cl:1][C:2]1[C:10]2[NH:9][C:8]3[CH2:11][CH2:12][N:13]4[C@H:17]([C:7]=3[C:6]=2[CH:5]=[C:4]([F:18])[CH:3]=1)[CH2:16][CH2:15][CH2:14]4.[H-].[Na+].[CH3:21][C:22]1([C:25]2[CH:26]=[N:27][CH:28]=[CH:29][CH:30]=2)[CH2:24][O:23]1. Product: [Cl:1][C:2]1[C:10]2[N:9]([CH2:21][C:22]([C:25]3[CH:26]=[N:27][CH:28]=[CH:29][CH:30]=3)([OH:23])[CH3:24])[C:8]3[CH2:11][CH2:12][N:13]4[C@H:17]([C:7]=3[C:6]=2[CH:5]=[C:4]([F:18])[CH:3]=1)[CH2:16][CH2:15][CH2:14]4. The catalyst class is: 3. (6) Reactant: C([Li])CCC.Br[C:7]1[CH:12]=[CH:11][CH:10]=[CH:9][C:8]=1[CH:13]1[CH2:18][CH2:17][CH2:16][CH2:15][CH2:14]1.C[O:20][B:21](OC)[O:22]C.Cl. Product: [CH:13]1([C:8]2[CH:9]=[CH:10][CH:11]=[CH:12][C:7]=2[B:21]([OH:22])[OH:20])[CH2:18][CH2:17][CH2:16][CH2:15][CH2:14]1. The catalyst class is: 323. (7) The catalyst class is: 150. Product: [NH2:28][C:25]1[CH:26]=[C:27]2[C:22](=[CH:23][C:24]=1[N:31]1[CH2:32][CH2:33][CH:34]([N:37]3[CH2:38][CH2:39][CH2:40][CH2:41]3)[CH2:35][CH2:36]1)[N:21]=[CH:20][C:19]([C:42]#[N:43])=[C:18]2[NH:17][C:6]1[CH:7]=[CH:8][C:9]([S:10][C:11]2[N:12]([CH3:16])[CH:13]=[CH:14][N:15]=2)=[C:4]([Cl:3])[CH:5]=1. Reactant: [Cl-].[NH4+].[Cl:3][C:4]1[CH:5]=[C:6]([NH:17][C:18]2[C:27]3[C:22](=[CH:23][C:24]([N:31]4[CH2:36][CH2:35][CH:34]([N:37]5[CH2:41][CH2:40][CH2:39][CH2:38]5)[CH2:33][CH2:32]4)=[C:25]([N+:28]([O-])=O)[CH:26]=3)[N:21]=[CH:20][C:19]=2[C:42]#[N:43])[CH:7]=[CH:8][C:9]=1[S:10][C:11]1[N:12]([CH3:16])[CH:13]=[CH:14][N:15]=1.C(=O)(O)[O-].[Na+]. (8) Reactant: [Br:1][C:2]1[CH:11]=[CH:10][C:9]2[O:8][C@@:7]3([CH3:16])[CH2:12][CH2:13][O:14][CH2:15][C@H:6]3[C:5](=[O:17])[C:4]=2[CH:3]=1.C[Si]([N-][Si](C)(C)C)(C)C.[Li+].OC1C=CC=CC=1C(OCC)=O. Product: [Br:1][C:2]1[CH:11]=[CH:10][C:9]2[O:8][C:7]3([CH3:16])[CH2:12][CH2:13][O:14][CH2:15][CH:6]3[C:5](=[O:17])[C:4]=2[CH:3]=1. The catalyst class is: 7. (9) Reactant: Cl[C:2]1[N:7]=[C:6]([N:8]2[C:12]3[CH:13]=[CH:14][CH:15]=[CH:16][C:11]=3[N:10]=[C:9]2[CH:17]([F:19])[F:18])[N:5]=[C:4]([N:20]2[CH2:26][C:22]3([CH2:25][O:24][CH2:23]3)[CH2:21]2)[N:3]=1.C(=O)([O-])[O-].[K+].[K+].[CH3:33][N:34]1[CH2:39][CH2:38][NH:37][CH2:36][CH2:35]1. Product: [F:18][CH:17]([F:19])[C:9]1[N:8]([C:6]2[N:7]=[C:2]([N:37]3[CH2:38][CH2:39][N:34]([CH3:33])[CH2:35][CH2:36]3)[N:3]=[C:4]([N:20]3[CH2:26][C:22]4([CH2:25][O:24][CH2:23]4)[CH2:21]3)[N:5]=2)[C:12]2[CH:13]=[CH:14][CH:15]=[CH:16][C:11]=2[N:10]=1. The catalyst class is: 3.